Predict the reaction yield, written as a fraction of the theoretical maximum amount of product (1.0 means a 100% yield; for example, 0.34 means a 34% yield). From a dataset of Reaction yield outcomes from USPTO patents with 853,638 reactions. (1) The reactants are [NH:1]1[CH2:4][CH:3]([O:5][C:6]2[CH:17]=[CH:16][C:9]([CH2:10][N:11]3[CH2:15][CH2:14][CH2:13][CH2:12]3)=[CH:8][CH:7]=2)[CH2:2]1.[Cl:18][C:19]1[CH:24]=[CH:23][C:22]([C:25]2[O:29][C:28]([C:30](OCC)=[O:31])=[N:27][N:26]=2)=[CH:21][CH:20]=1. No catalyst specified. The product is [Cl:18][C:19]1[CH:20]=[CH:21][C:22]([C:25]2[O:29][C:28]([C:30]([N:1]3[CH2:2][CH:3]([O:5][C:6]4[CH:17]=[CH:16][C:9]([CH2:10][N:11]5[CH2:12][CH2:13][CH2:14][CH2:15]5)=[CH:8][CH:7]=4)[CH2:4]3)=[O:31])=[N:27][N:26]=2)=[CH:23][CH:24]=1. The yield is 0.240. (2) The yield is 0.100. The product is [F:6][C:7]([F:19])([F:20])[C:8]1[CH:9]=[C:10]([NH:11][C:23]([C:25]23[CH2:39][CH:29]2[C:28](=[O:30])[N:27]([C:31]2[C:32]([CH3:38])=[CH:33][CH:34]=[CH:35][C:36]=2[CH3:37])[CH2:26]3)=[O:22])[CH:12]=[C:13]([C:15]([F:16])([F:17])[F:18])[CH:14]=1. The catalyst is C1COCC1. The reactants are [Li]CCCC.[F:6][C:7]([F:20])([F:19])[C:8]1[CH:9]=[C:10]([CH:12]=[C:13]([C:15]([F:18])([F:17])[F:16])[CH:14]=1)[NH2:11].C[O:22][C:23]([C:25]1([CH2:39]OS(C)(=O)=O)[CH2:29][C:28](=[O:30])[N:27]([C:31]2[C:36]([CH3:37])=[CH:35][CH:34]=[CH:33][C:32]=2[CH3:38])[CH2:26]1)=O. (3) The reactants are Br[C:2]1[S:6][C:5]([C:7]([O:9][CH2:10][CH3:11])=[O:8])=[CH:4][CH:3]=1.[CH3:12][C:13]1([CH3:19])[CH2:18][NH:17][CH2:16][CH2:15][NH:14]1.C1(P(C2C=CC=CC=2)C2C=CC3C(=CC=CC=3)C=2C2C3C(=CC=CC=3)C=CC=2P(C2C=CC=CC=2)C2C=CC=CC=2)C=CC=CC=1.C(=O)([O-])[O-].[Cs+].[Cs+]. The catalyst is C1(C)C=CC=CC=1.C([O-])(=O)C.[Pd+2].C([O-])(=O)C. The product is [CH3:12][C:13]1([CH3:19])[NH:14][CH2:15][CH2:16][N:17]([C:2]2[S:6][C:5]([C:7]([O:9][CH2:10][CH3:11])=[O:8])=[CH:4][CH:3]=2)[CH2:18]1. The yield is 0.361. (4) The reactants are [F:1][C:2]1[CH:3]=[C:4]([CH:14]=[CH:15][CH:16]=1)[CH2:5][O:6][C:7]1[CH:8]=[C:9]([OH:13])[CH:10]=[CH:11][CH:12]=1.[N+:17]([O-])([OH:19])=[O:18].O. The catalyst is C(O)(=O)C. The product is [F:1][C:2]1[CH:3]=[C:4]([CH:14]=[CH:15][CH:16]=1)[CH2:5][O:6][C:7]1[CH:12]=[CH:11][C:10]([N+:17]([O-:19])=[O:18])=[C:9]([OH:13])[CH:8]=1. The yield is 0.320. (5) The reactants are Cl[C:2]1[N:3]=[C:4]([CH3:12])[C:5]2[C:10]([CH:11]=1)=[CH:9][CH:8]=[CH:7][CH:6]=2.[CH3:13][N:14](C=O)C. The catalyst is O.C1(P(C2C=CC=CC=2)[C-]2C=CC=C2)C=CC=CC=1.[C-]1(P(C2C=CC=CC=2)C2C=CC=CC=2)C=CC=C1.[Fe+2].[Zn].C1C=CC(/C=C/C(/C=C/C2C=CC=CC=2)=O)=CC=1.C1C=CC(/C=C/C(/C=C/C2C=CC=CC=2)=O)=CC=1.C1C=CC(/C=C/C(/C=C/C2C=CC=CC=2)=O)=CC=1.[Pd].[Pd].[C-]#N.[C-]#N.[Zn+2]. The product is [CH3:12][C:4]1[C:5]2[C:10](=[CH:9][CH:8]=[CH:7][CH:6]=2)[CH:11]=[C:2]([C:13]#[N:14])[N:3]=1. The yield is 0.412.